This data is from Full USPTO retrosynthesis dataset with 1.9M reactions from patents (1976-2016). The task is: Predict the reactants needed to synthesize the given product. (1) Given the product [OH:14][CH2:12][C:8]1[CH:7]=[CH:6][C:5]([C:3]([O:2][CH3:1])=[O:4])=[CH:10][N:9]=1, predict the reactants needed to synthesize it. The reactants are: [CH3:1][O:2][C:3]([C:5]1[CH:6]=[CH:7][C:8]([CH3:12])=[N+:9]([O-])[CH:10]=1)=[O:4].C(OC(C(F)(F)F)=O)(C(F)(F)F)=[O:14]. (2) Given the product [NH2:5][C:6]1[C:11]2[O:12][CH2:13][CH2:14][O:15][C:10]=2[C:9]([C:16]([O:18][CH2:19][CH:20]2[CH2:21][CH2:22][N:23]([CH2:2][C:3]#[N:4])[CH2:24][CH2:25]2)=[O:17])=[CH:8][C:7]=1[Cl:26], predict the reactants needed to synthesize it. The reactants are: Cl[CH2:2][C:3]#[N:4].[NH2:5][C:6]1[C:11]2[O:12][CH2:13][CH2:14][O:15][C:10]=2[C:9]([C:16]([O:18][CH2:19][CH:20]2[CH2:25][CH2:24][NH:23][CH2:22][CH2:21]2)=[O:17])=[CH:8][C:7]=1[Cl:26]. (3) Given the product [CH3:1][O:2][C:3]1[CH:4]=[C:5]([NH:11][CH3:12])[CH:6]=[CH:7][C:8]=1[O:9][CH3:10], predict the reactants needed to synthesize it. The reactants are: [CH3:1][O:2][C:3]1[CH:4]=[C:5]([NH2:11])[CH:6]=[CH:7][C:8]=1[O:9][CH3:10].[CH2:12](N(C(C)C)C(C)C)C.IC. (4) Given the product [F:22][C:17]1[CH:18]=[CH:19][CH:20]=[CH:21][C:16]=1[CH2:15][C:8]1[N:7]=[C:6]([C:4]([NH2:23])=[O:3])[N:10]2[CH:11]=[CH:12][CH:13]=[N:14][C:9]=12, predict the reactants needed to synthesize it. The reactants are: C([O:3][C:4]([C:6]1[N:10]2[CH:11]=[CH:12][CH:13]=[N:14][C:9]2=[C:8]([CH2:15][C:16]2[CH:21]=[CH:20][CH:19]=[CH:18][C:17]=2[F:22])[N:7]=1)=O)C.[NH3:23]. (5) The reactants are: [N:1]1[CH:6]=[CH:5][CH:4]=[CH:3][C:2]=1[C:7]1[N:11]=[C:10]([C:12]2[CH:17]=[C:16]([C:18]([O:20]C)=[O:19])[CH:15]=[C:14]([O:22][CH2:23][CH:24]=[CH2:25])[CH:13]=2)[O:9][N:8]=1.[OH-].[Na+]. Given the product [N:1]1[CH:6]=[CH:5][CH:4]=[CH:3][C:2]=1[C:7]1[N:11]=[C:10]([C:12]2[CH:17]=[C:16]([C:18]([OH:20])=[O:19])[CH:15]=[C:14]([O:22][CH2:23][CH:24]=[CH2:25])[CH:13]=2)[O:9][N:8]=1, predict the reactants needed to synthesize it. (6) Given the product [OH:19][CH2:18][CH2:17][CH2:16][C:13]1[CH:12]=[CH:11][C:10]([C:8]2[N:9]=[C:5]([NH:4][C:1](=[O:3])[CH3:2])[S:6][C:7]=2[C:23]2[CH:28]=[CH:27][C:26]([S:29]([CH3:32])(=[O:31])=[O:30])=[CH:25][CH:24]=2)=[CH:15][CH:14]=1, predict the reactants needed to synthesize it. The reactants are: [C:1]([NH:4][C:5]1[S:6][C:7]([C:23]2[CH:28]=[CH:27][C:26]([S:29]([CH3:32])(=[O:31])=[O:30])=[CH:25][CH:24]=2)=[C:8]([C:10]2[CH:15]=[CH:14][C:13](/[CH:16]=[CH:17]/[C:18](OCC)=[O:19])=[CH:12][CH:11]=2)[N:9]=1)(=[O:3])[CH3:2].[BH4-].[Li+].[Cl-].[NH4+].C(Cl)(Cl)Cl. (7) Given the product [CH3:14][O:15][C:16](=[O:29])[CH2:17][CH2:18][CH2:19][C:20]1[CH:21]=[CH:22][C:23]([CH2:26][CH2:27][O:28][C:2]2[C:11]3[C:6](=[CH:7][CH:8]=[CH:9][CH:10]=3)[N:5]=[CH:4][N:3]=2)=[CH:24][CH:25]=1, predict the reactants needed to synthesize it. The reactants are: Cl[C:2]1[C:11]2[C:6](=[CH:7][CH:8]=[CH:9][CH:10]=2)[N:5]=[CH:4][N:3]=1.[H-].[Na+].[CH3:14][O:15][C:16](=[O:29])[CH2:17][CH2:18][CH2:19][C:20]1[CH:25]=[CH:24][C:23]([CH2:26][CH2:27][OH:28])=[CH:22][CH:21]=1.